This data is from Forward reaction prediction with 1.9M reactions from USPTO patents (1976-2016). The task is: Predict the product of the given reaction. Given the reactants O=[C:2]([NH:8][NH:9][C:10](=O)[C:11]1[CH:16]=[CH:15][C:14]([N:17]2[CH2:22][CH2:21][CH:20]([O:23][C:24]3[CH:29]=[CH:28][CH:27]=[CH:26][C:25]=3[C:30]([F:33])([F:32])[F:31])[CH2:19][CH2:18]2)=[CH:13][CH:12]=1)[CH2:3][C:4]([O:6][CH3:7])=[O:5].P12(SP3(SP(SP(S3)(S1)=S)(=S)S2)=S)=[S:36], predict the reaction product. The product is: [F:31][C:30]([F:33])([F:32])[C:25]1[CH:26]=[CH:27][CH:28]=[CH:29][C:24]=1[O:23][CH:20]1[CH2:21][CH2:22][N:17]([C:14]2[CH:15]=[CH:16][C:11]([C:10]3[S:36][C:2]([CH2:3][C:4]([O:6][CH3:7])=[O:5])=[N:8][N:9]=3)=[CH:12][CH:13]=2)[CH2:18][CH2:19]1.